Dataset: Catalyst prediction with 721,799 reactions and 888 catalyst types from USPTO. Task: Predict which catalyst facilitates the given reaction. (1) Reactant: [H-].[Na+].[NH:3]1[C:11]2[C:6](=[CH:7][CH:8]=[CH:9][CH:10]=2)[CH:5]=[C:4]1[C:12]([O:14][CH2:15][CH3:16])=[O:13].Br[CH2:18][C:19]#[N:20]. Product: [C:19]([CH2:18][N:3]1[C:11]2[C:6](=[CH:7][CH:8]=[CH:9][CH:10]=2)[CH:5]=[C:4]1[C:12]([O:14][CH2:15][CH3:16])=[O:13])#[N:20]. The catalyst class is: 3. (2) Reactant: [C:1]([O:5][C:6]([N:8]1[CH2:12][C:11](=[O:13])[CH2:10][C@H:9]1[CH2:14][O:15][C:16](=[O:21])[C:17]([CH3:20])([CH3:19])[CH3:18])=[O:7])([CH3:4])([CH3:3])[CH3:2].[BH4-].[Na+].O. Product: [C:1]([O:5][C:6]([N:8]1[CH2:12][C@@H:11]([OH:13])[CH2:10][C@H:9]1[CH2:14][O:15][C:16](=[O:21])[C:17]([CH3:20])([CH3:19])[CH3:18])=[O:7])([CH3:4])([CH3:3])[CH3:2]. The catalyst class is: 5. (3) Reactant: [Cl:1][C:2]1[CH:3]=[CH:4][C:5]2[N:11]3[CH:12]=[CH:13][N:14]=[C:10]3[CH:9]([CH2:15]CC(O)=O)[O:8][CH:7]([C:20]3[CH:25]=[CH:24][CH:23]=[C:22]([O:26][CH3:27])[C:21]=3[O:28][CH3:29])[C:6]=2[CH:30]=1.Cl.C(N=C=N[CH2:37][CH2:38][CH2:39]N(C)C)C.Cl.N1([CH2:50][CH2:51][C:52]([O:54][CH3:55])=[O:53])CCNCC1.O.ON1C2C=CC=C[C:61]=2N=N1.Cl.[CH3:68][N:69]([CH3:72])[CH:70]=[O:71]. Product: [Cl:1][C:2]1[CH:3]=[CH:4][C:5]2[N:11]3[CH:12]=[CH:13][N:14]=[C:10]3[CH:9]([CH2:15][CH2:61][C:70]([N:69]3[CH2:72][CH2:39][CH:38]([CH2:50][CH2:51][C:52]([O:54][CH3:55])=[O:53])[CH2:37][CH2:68]3)=[O:71])[O:8][CH:7]([C:20]3[CH:25]=[CH:24][CH:23]=[C:22]([O:26][CH3:27])[C:21]=3[O:28][CH3:29])[C:6]=2[CH:30]=1. The catalyst class is: 236. (4) Reactant: [C:1]([O:5][C:6](=[O:20])[C@H:7]([O:16][C:17](=[O:19])[CH3:18])[C@@H:8]([O:12][C:13](=[O:15])[CH3:14])[C:9]([OH:11])=O)([CH3:4])([CH3:3])[CH3:2].C(Cl)(=O)C(Cl)=O.CN(C=O)C.[Cl:32][CH2:33][CH2:34][NH:35][C:36]1[CH:41]=[CH:40][C:39]([C:42]([F:45])([F:44])[F:43])=[CH:38][CH:37]=1. Product: [C:17]([O:16][C@H:7]([C@@H:8]([O:12][C:13](=[O:15])[CH3:14])[C:9]([N:35]([CH2:34][CH2:33][Cl:32])[C:36]1[CH:41]=[CH:40][C:39]([C:42]([F:44])([F:45])[F:43])=[CH:38][CH:37]=1)=[O:11])[C:6]([O:5][C:1]([CH3:2])([CH3:3])[CH3:4])=[O:20])(=[O:19])[CH3:18]. The catalyst class is: 202. (5) Reactant: [CH3:1][S:2](Cl)(=[O:4])=[O:3].[CH:6]([N:8]1[CH2:13][CH2:12][NH:11][CH2:10][CH2:9]1)=[O:7].C(N(CC)CC)C.O. Product: [CH:6]([N:8]1[CH2:13][CH2:12][N:11]([S:2]([CH3:1])(=[O:4])=[O:3])[CH2:10][CH2:9]1)=[O:7]. The catalyst class is: 4. (6) Reactant: [Cl:1][C:2]1[CH:3]=[C:4]([C:9]2[C:10]([O:18][CH2:19][C:20]([F:23])([F:22])[F:21])=[N:11][CH:12]=[C:13]([CH:17]=2)[C:14](O)=[O:15])[CH:5]=[CH:6][C:7]=1[Cl:8].ClC(N(C)C)=C(C)C.C(N(CC)C(C)C)(C)C.[C:41]([O:45][C:46](=[O:49])[CH2:47][NH2:48])([CH3:44])([CH3:43])[CH3:42]. Product: [C:41]([O:45][C:46](=[O:49])[CH2:47][NH:48][C:14]([C:13]1[CH:12]=[N:11][C:10]([O:18][CH2:19][C:20]([F:22])([F:23])[F:21])=[C:9]([C:4]2[CH:5]=[CH:6][C:7]([Cl:8])=[C:2]([Cl:1])[CH:3]=2)[CH:17]=1)=[O:15])([CH3:44])([CH3:43])[CH3:42]. The catalyst class is: 4. (7) Reactant: [N:1]([C:4]1[CH:9]=[C:8]([C:10]([O:12]C)=O)[C:7]([CH3:14])=[CH:6][C:5]=1[C:15]([O:17]C)=O)=[C:2]=[S:3].CO[C:21]1[CH:26]=[C:25]([O:27][CH3:28])[N:24]=[C:23]([NH2:29])[CH:22]=1.[OH-].[Na+].Cl.CCN(C(C)C)C(C)C.CN([C:45]([O:49]N1N=NC2C=CC=NC1=2)=[N+](C)C)C.F[P-](F)(F)(F)(F)F.[Cl:66][C:67]1[CH:74]=[CH:73][C:70]([CH2:71][NH2:72])=[CH:69][CH:68]=1. Product: [Cl:66][C:67]1[CH:74]=[CH:73][C:70]([CH2:71][NH:72][C:10]([C:8]2[CH:9]=[C:4]3[C:5]([C:15](=[O:17])[N:29]([C:23]4[CH:22]=[CH:21][C:26]([O:49][CH3:45])=[C:25]([O:27][CH3:28])[N:24]=4)[C:2](=[S:3])[NH:1]3)=[CH:6][C:7]=2[CH3:14])=[O:12])=[CH:69][CH:68]=1. The catalyst class is: 3.